From a dataset of Full USPTO retrosynthesis dataset with 1.9M reactions from patents (1976-2016). Predict the reactants needed to synthesize the given product. (1) Given the product [CH3:25][O:26][C:27]1[CH:28]=[CH:29][C:30]([C:33]([C:57]2[CH:58]=[CH:59][C:60]([O:63][CH3:64])=[CH:61][CH:62]=2)([C:51]2[CH:56]=[CH:55][CH:54]=[CH:53][CH:52]=2)[O:34][CH2:35][C@H:36]2[O:40][C@@H:39]([N:41]3[CH:48]=[CH:47][C:45](=[O:46])[NH:44][C:42]3=[O:43])[C@H:38]([OH:49])[C@@H:37]2[O:50][C:72](=[O:73])[NH:71][C:65]2[CH:70]=[CH:69][CH:68]=[CH:67][CH:66]=2)=[CH:31][CH:32]=1, predict the reactants needed to synthesize it. The reactants are: C1OC(C2OCC(CC3C=CC=CC=3)N=2)=NC1CC1C=CC=CC=1.[CH3:25][O:26][C:27]1[CH:32]=[CH:31][C:30]([C:33]([C:57]2[CH:62]=[CH:61][C:60]([O:63][CH3:64])=[CH:59][CH:58]=2)([C:51]2[CH:56]=[CH:55][CH:54]=[CH:53][CH:52]=2)[O:34][CH2:35][C@H:36]2[O:40][C@@H:39]([N:41]3[CH:48]=[CH:47][C:45](=[O:46])[NH:44][C:42]3=[O:43])[C@H:38]([OH:49])[C@@H:37]2[OH:50])=[CH:29][CH:28]=1.[C:65]1([N:71]=[C:72]=[O:73])[CH:70]=[CH:69][CH:68]=[CH:67][CH:66]=1.COC1C=CC(C(C2C=CC(OC)=CC=2)(C2C=CC=CC=2)OC[C@H]2O[C@@H](N3C=CC(=O)NC3=O)[C@H](OC(=O)NC3C=CC=CC=3)[C@@H]2O)=CC=1. (2) Given the product [CH2:27]([O:26][C:24]([C:23]1[CH:29]=[CH:30][C:31]2[O:32][C:2]([C:11]3[CH:16]=[C:15]([F:17])[CH:14]=[C:13]([F:18])[CH:12]=3)([C:3]3[CH:8]=[C:7]([F:9])[CH:6]=[C:5]([F:10])[CH:4]=3)[O:20][C:21]=2[CH:22]=1)=[O:25])[CH3:28], predict the reactants needed to synthesize it. The reactants are: Cl[C:2](Cl)([C:11]1[CH:16]=[C:15]([F:17])[CH:14]=[C:13]([F:18])[CH:12]=1)[C:3]1[CH:8]=[C:7]([F:9])[CH:6]=[C:5]([F:10])[CH:4]=1.[OH:20][C:21]1[CH:22]=[C:23]([CH:29]=[CH:30][C:31]=1[OH:32])[C:24]([O:26][CH2:27][CH3:28])=[O:25]. (3) Given the product [Br:29][C:30]1[CH:31]=[C:32]2[C:36](=[CH:37][CH:38]=1)[NH:35][C:34]([C:48]([NH2:7])=[O:50])=[C:33]2[S:53]([NH:70][CH2:69][C:68]1[CH:71]=[CH:72][C:65]([S:62]([CH3:61])(=[O:63])=[O:64])=[CH:66][CH:67]=1)(=[O:54])=[O:55], predict the reactants needed to synthesize it. The reactants are: ClC1C=C2C(=CC=1)[N:7](S(C1C=CC=CC=1)(=O)=O)C(C(OCC)=O)=C2S(Cl)(=O)=O.[Br:29][C:30]1[CH:31]=[C:32]2[C:36](=[CH:37][CH:38]=1)[N:35](S(C1C=CC=CC=1)(=O)=O)[C:34]([C:48]([O:50]CC)=O)=[C:33]2[S:53](Cl)(=[O:55])=[O:54].Cl.CN.Cl.[CH3:61][S:62]([C:65]1[CH:72]=[CH:71][C:68]([CH2:69][NH2:70])=[CH:67][CH:66]=1)(=[O:64])=[O:63]. (4) The reactants are: [C:1]([O:5][C:6]([N:8]1[CH2:13][CH2:12][CH:11]([O:14][CH2:15][C:16]2[O:20][N:19]=[C:18]([C:21]3[CH:26]=[CH:25][C:24]([N+:27]([O-])=O)=[C:23]([F:30])[CH:22]=3)[N:17]=2)[CH2:10][CH2:9]1)=[O:7])([CH3:4])([CH3:3])[CH3:2]. Given the product [C:1]([O:5][C:6]([N:8]1[CH2:13][CH2:12][CH:11]([O:14][CH2:15][C:16]2[O:20][N:19]=[C:18]([C:21]3[CH:26]=[CH:25][C:24]([NH2:27])=[C:23]([F:30])[CH:22]=3)[N:17]=2)[CH2:10][CH2:9]1)=[O:7])([CH3:4])([CH3:2])[CH3:3], predict the reactants needed to synthesize it. (5) Given the product [CH3:22][C@@H:23]([CH2:42][CH2:43][CH:44]=[C:45]([CH3:47])[CH3:46])[CH2:24][CH2:25][O:26][C:27]1[CH:32]=[CH:31][C:30]([C:33]2[N:38]=[CH:37][C:36]([C:2]3[CH:14]=[CH:13][C:12]4[C:11]5[C:6](=[CH:7][C:8]([C:36]6[CH:37]=[N:38][C:33]([C:30]7[CH:29]=[CH:28][C:27]([O:51][CH2:48][CH2:46][C@@H:45]([CH3:47])[CH2:44][CH2:43][CH:42]=[C:23]([CH3:22])[CH3:24])=[CH:32][CH:31]=7)=[N:34][CH:35]=6)=[CH:9][CH:10]=5)[C:5]([CH2:19][CH2:20][CH3:21])([CH2:16][CH2:17][CH3:18])[C:4]=4[CH:3]=3)=[CH:35][N:34]=2)=[CH:29][CH:28]=1, predict the reactants needed to synthesize it. The reactants are: Br[C:2]1[CH:14]=[CH:13][C:12]2[C:11]3[C:6](=[CH:7][C:8](Br)=[CH:9][CH:10]=3)[C:5]([CH2:19][CH2:20][CH3:21])([CH2:16][CH2:17][CH3:18])[C:4]=2[CH:3]=1.[CH3:22][C@@H:23]([CH2:42][CH2:43][CH:44]=[C:45]([CH3:47])[CH3:46])[CH2:24][CH2:25][O:26][C:27]1[CH:32]=[CH:31][C:30]([C:33]2(B(O)O)[N:38]=[CH:37][CH:36]=[CH:35][NH:34]2)=[CH:29][CH:28]=1.[C:48](=[O:51])([O-])[O-].[Na+].[Na+]. (6) Given the product [F:9][C:10]([F:28])([F:27])[C:11]1[CH:12]=[CH:13][C:14]([O:17][C:18]2[CH:19]=[C:20]([CH:40]3[CH2:44][C:43]4([CH2:45][CH2:46][N:47]([C:50]([O:52][C:53]([CH3:56])([CH3:55])[CH3:54])=[O:51])[CH2:48][CH2:49]4)[O:42][CH2:41]3)[CH:21]=[CH:22][CH:23]=2)=[N:15][CH:16]=1, predict the reactants needed to synthesize it. The reactants are: N[C@@H]1CCCC[C@H]1O.[F:9][C:10]([F:28])([F:27])[C:11]1[CH:12]=[CH:13][C:14]([O:17][C:18]2[CH:19]=[C:20](B(O)O)[CH:21]=[CH:22][CH:23]=2)=[N:15][CH:16]=1.C[Si]([N-][Si](C)(C)C)(C)C.[Na+].Br[CH:40]1[CH2:44][C:43]2([CH2:49][CH2:48][N:47]([C:50]([O:52][C:53]([CH3:56])([CH3:55])[CH3:54])=[O:51])[CH2:46][CH2:45]2)[O:42][CH2:41]1. (7) The reactants are: [Cl-].[Li+].Br[C:4]1[CH:5]=[C:6]2[C:11](=[CH:12][CH:13]=1)[CH:10]=[N:9][CH:8]=[CH:7]2.C([Sn](CCCC)(CCCC)[C:19]1[S:23][C:22]([NH:24][C:25](=[O:27])[CH3:26])=[N:21][CH:20]=1)CCC.CN(C=O)C. Given the product [CH:10]1[C:11]2[C:6](=[CH:5][C:4]([C:19]3[S:23][C:22]([NH:24][C:25](=[O:27])[CH3:26])=[N:21][CH:20]=3)=[CH:13][CH:12]=2)[CH:7]=[CH:8][N:9]=1, predict the reactants needed to synthesize it. (8) Given the product [C:3]([C:5]1[CH:14]=[C:13]2[C:8]([CH:9]=[CH:10][C:11]([C:15]([OH:17])=[O:16])=[CH:12]2)=[CH:7][CH:6]=1)#[N:4], predict the reactants needed to synthesize it. The reactants are: [OH-].[Na+].[C:3]([C:5]1[CH:14]=[C:13]2[C:8]([CH:9]=[CH:10][C:11]([C:15]([O:17]C)=[O:16])=[CH:12]2)=[CH:7][CH:6]=1)#[N:4]. (9) Given the product [F:16][C:17]([F:28])([F:27])[C:18]([NH:1][C:2]1[C:10]2[C:5](=[N:6][CH:7]=[CH:8][N:9]=2)[S:4][C:3]=1[C:11]([O:13][CH2:14][CH3:15])=[O:12])=[O:19], predict the reactants needed to synthesize it. The reactants are: [NH2:1][C:2]1[C:10]2[C:5](=[N:6][CH:7]=[CH:8][N:9]=2)[S:4][C:3]=1[C:11]([O:13][CH2:14][CH3:15])=[O:12].[F:16][C:17]([F:28])([F:27])[C:18](O[C:18](=[O:19])[C:17]([F:28])([F:27])[F:16])=[O:19]. (10) Given the product [CH:22]([O:16][CH:12]([CH2:3][C:2](=[C:4]1[CH2:9][CH2:8][CH:7]=[CH:6][CH2:5]1)[CH3:1])[CH:13]([CH3:15])[CH3:14])=[O:23], predict the reactants needed to synthesize it. The reactants are: [CH2:1]=[C:2]([C:4]1(C=O)[CH2:9][CH2:8][CH:7]=[CH:6][CH2:5]1)[CH3:3].[CH:12](=[O:16])[CH:13]([CH3:15])[CH3:14].B(F)(F)F.C[CH2:22][O:23]CC.